This data is from Peptide-MHC class II binding affinity with 134,281 pairs from IEDB. The task is: Regression. Given a peptide amino acid sequence and an MHC pseudo amino acid sequence, predict their binding affinity value. This is MHC class II binding data. (1) The peptide sequence is KVRSHAAIGAYLEEQ. The MHC is HLA-DQA10601-DQB10402 with pseudo-sequence HLA-DQA10601-DQB10402. The binding affinity (normalized) is 0.508. (2) The peptide sequence is ISGSSARYDVALSEQ. The MHC is HLA-DQA10201-DQB10402 with pseudo-sequence HLA-DQA10201-DQB10402. The binding affinity (normalized) is 0.345. (3) The MHC is DRB1_0901 with pseudo-sequence DRB1_0901. The binding affinity (normalized) is 0.231. The peptide sequence is HGVAKNPVVDGNPTV. (4) The peptide sequence is SSMVEAMVSRARIDA. The MHC is DRB3_0101 with pseudo-sequence DRB3_0101. The binding affinity (normalized) is 0.0689.